Dataset: Forward reaction prediction with 1.9M reactions from USPTO patents (1976-2016). Task: Predict the product of the given reaction. (1) Given the reactants [N:1]1[CH:2]=[CH:3][N:4]2[CH2:9][CH2:8][N:7]([C:10]3[N:15]=[C:14]([NH:16][CH2:17][C:18]4[CH:23]=[CH:22][C:21]([O:24][CH3:25])=[C:20]([Cl:26])[CH:19]=4)[C:13]([C:27]([O:29]CC)=[O:28])=[CH:12][N:11]=3)[CH2:6][C:5]=12.[OH-].[Na+].O1CCCC1, predict the reaction product. The product is: [N:1]1[CH:2]=[CH:3][N:4]2[CH2:9][CH2:8][N:7]([C:10]3[N:15]=[C:14]([NH:16][CH2:17][C:18]4[CH:23]=[CH:22][C:21]([O:24][CH3:25])=[C:20]([Cl:26])[CH:19]=4)[C:13]([C:27]([OH:29])=[O:28])=[CH:12][N:11]=3)[CH2:6][C:5]=12. (2) Given the reactants [Cl:1][C:2]1[C:7]([N:8]2[CH2:13][CH2:12][N:11]([C:14]([C:16]3[C:17]([C:22]4[CH:27]=[CH:26][CH:25]=[CH:24][C:23]=4[OH:28])=[N:18][O:19][C:20]=3[CH3:21])=[O:15])[CH2:10][CH2:9]2)=[CH:6][C:5]([NH:29][C:30](=[O:40])[C:31]2[CH:36]=[CH:35][C:34]([N:37]([CH3:39])[CH3:38])=[CH:33][CH:32]=2)=[C:4]([N+:41]([O-:43])=[O:42])[CH:3]=1.[CH2:44](O)[CH3:45].C(P(CCCC)CCCC)CCC.CC(OC(/N=N/C(OC(C)C)=O)=O)C, predict the reaction product. The product is: [Cl:1][C:2]1[C:7]([N:8]2[CH2:13][CH2:12][N:11]([C:14]([C:16]3[C:17]([C:22]4[CH:27]=[CH:26][CH:25]=[CH:24][C:23]=4[O:28][CH2:44][CH3:45])=[N:18][O:19][C:20]=3[CH3:21])=[O:15])[CH2:10][CH2:9]2)=[CH:6][C:5]([NH:29][C:30](=[O:40])[C:31]2[CH:36]=[CH:35][C:34]([N:37]([CH3:38])[CH3:39])=[CH:33][CH:32]=2)=[C:4]([N+:41]([O-:43])=[O:42])[CH:3]=1. (3) Given the reactants Cl.[NH2:2][C:3]1[N:8]=[C:7]2[N:9]([CH3:15])[C:10](=[O:14])[C:11]([CH3:13])([CH3:12])[C:6]2=[CH:5][CH:4]=1.Cl.[C:17](Cl)(=[O:24])[C:18]1[CH:23]=[CH:22][CH:21]=[N:20][CH:19]=1, predict the reaction product. The product is: [CH3:15][N:9]1[C:7]2=[N:8][C:3]([NH:2][C:17](=[O:24])[C:18]3[CH:23]=[CH:22][CH:21]=[N:20][CH:19]=3)=[CH:4][CH:5]=[C:6]2[C:11]([CH3:12])([CH3:13])[C:10]1=[O:14].